This data is from Catalyst prediction with 721,799 reactions and 888 catalyst types from USPTO. The task is: Predict which catalyst facilitates the given reaction. Reactant: [F:1][C:2]1[CH:7]=[CH:6][C:5]([C:8]2[C:13]([N:14]3[CH2:19][CH2:18][CH:17]([C:20]([OH:22])=O)[CH2:16][CH2:15]3)=[CH:12][N:11]=[CH:10][N:9]=2)=[CH:4][CH:3]=1.Cl.[F:24][C@@H:25]1[CH2:29][CH2:28][NH:27][CH2:26]1.CN(C(ON1N=NC2C=CC=NC1=2)=[N+](C)C)C.F[P-](F)(F)(F)(F)F.CCN(C(C)C)C(C)C. Product: [F:1][C:2]1[CH:7]=[CH:6][C:5]([C:8]2[C:13]([N:14]3[CH2:19][CH2:18][CH:17]([C:20]([N:27]4[CH2:28][CH2:29][C@@H:25]([F:24])[CH2:26]4)=[O:22])[CH2:16][CH2:15]3)=[CH:12][N:11]=[CH:10][N:9]=2)=[CH:4][CH:3]=1. The catalyst class is: 136.